This data is from Forward reaction prediction with 1.9M reactions from USPTO patents (1976-2016). The task is: Predict the product of the given reaction. (1) The product is: [NH2:16][CH:11]([CH:8]1[CH2:7][CH2:6][C:5]2([O:1][CH2:2][CH2:3][O:4]2)[CH2:10][CH2:9]1)[C:12]([O:14][CH3:15])=[O:13]. Given the reactants [O:1]1[C:5]2([CH2:10][CH2:9][C:8](=[C:11]([NH:16]C(OCC3C=CC=CC=3)=O)[C:12]([O:14][CH3:15])=[O:13])[CH2:7][CH2:6]2)[O:4][CH2:3][CH2:2]1, predict the reaction product. (2) Given the reactants FC(F)(F)C(O)=O.[O:8]([C:15]1[CH:27]=[CH:26][C:18]([C:19]([O:21]C(C)(C)C)=[O:20])=[C:17]([NH:28][C:29](=[O:38])[CH2:30][O:31][C:32]2[CH:37]=[CH:36][CH:35]=[CH:34][CH:33]=2)[CH:16]=1)[C:9]1[CH:14]=[CH:13][CH:12]=[CH:11][CH:10]=1, predict the reaction product. The product is: [O:8]([C:15]1[CH:27]=[CH:26][C:18]([C:19]([OH:21])=[O:20])=[C:17]([NH:28][C:29](=[O:38])[CH2:30][O:31][C:32]2[CH:37]=[CH:36][CH:35]=[CH:34][CH:33]=2)[CH:16]=1)[C:9]1[CH:10]=[CH:11][CH:12]=[CH:13][CH:14]=1. (3) Given the reactants CS(O[CH2:6][C@H:7]1[CH2:12][N:11]([S:13]([C:16]2[S:17][CH:18]=[CH:19][CH:20]=2)(=[O:15])=[O:14])[CH2:10][CH2:9][N:8]1[C:21]1[CH:26]=[CH:25][C:24]([C:27]([OH:33])([CH3:32])[C:28]([F:31])([F:30])[F:29])=[CH:23][CH:22]=1)(=O)=O.CO.[NH3:36], predict the reaction product. The product is: [NH2:36][CH2:6][C@H:7]1[CH2:12][N:11]([S:13]([C:16]2[S:17][CH:18]=[CH:19][CH:20]=2)(=[O:15])=[O:14])[CH2:10][CH2:9][N:8]1[C:21]1[CH:26]=[CH:25][C:24]([C:27]([OH:33])([CH3:32])[C:28]([F:30])([F:31])[F:29])=[CH:23][CH:22]=1.